Dataset: Forward reaction prediction with 1.9M reactions from USPTO patents (1976-2016). Task: Predict the product of the given reaction. (1) Given the reactants [Cl:1][C:2]1[N:3]=[C:4]([Cl:18])[C:5]2[NH:10][C:9]([C:11]3[CH:12]=[C:13]([CH3:17])[CH:14]=[CH:15][CH:16]=3)=[CH:8][C:6]=2[N:7]=1.C(=O)([O-])[O-].[K+].[K+].[N+:25]([C:28]1[CH:35]=[C:34]([C:36]([F:39])([F:38])[F:37])[CH:33]=[CH:32][C:29]=1[CH2:30]Br)([O-:27])=[O:26], predict the reaction product. The product is: [Cl:1][C:2]1[N:3]=[C:4]([Cl:18])[C:5]2[N:10]([CH2:30][C:29]3[CH:32]=[CH:33][C:34]([C:36]([F:39])([F:38])[F:37])=[CH:35][C:28]=3[N+:25]([O-:27])=[O:26])[C:9]([C:11]3[CH:16]=[CH:15][CH:14]=[C:13]([CH3:17])[CH:12]=3)=[CH:8][C:6]=2[N:7]=1. (2) Given the reactants [C:1]([C:5]1[C:14]2[CH:13]=[C:12]([NH2:15])[CH:11]=[CH:10][C:9]=2[C:8]([CH3:17])([CH3:16])[CH2:7][CH:6]=1)([CH3:4])([CH3:3])[CH3:2].[C:18]1(P([C:18]2[CH:23]=[CH:22][CH:21]=[CH:20][CH:19]=2)[C:18]2[CH:23]=[CH:22][C:21]3[C:20](=CC=CC=3)[C:19]=2[C:18]2[C:23]3[C:22](=CC=CC=3)[CH:21]=[CH:20][C:19]=2P([C:18]2[CH:23]=[CH:22][CH:21]=[CH:20][CH:19]=2)[C:18]2[CH:23]=[CH:22][CH:21]=[CH:20][CH:19]=2)[CH:23]=[CH:22][CH:21]=[CH:20][CH:19]=1.[C:64](=[O:67])([O-])[O-:65].[Cs+].[Cs+].[C:70]1(C)C=CC=C[CH:71]=1, predict the reaction product. The product is: [C:1]([C:5]1[C:14]2[CH:13]=[C:12]([NH:15][C:18]3[CH:23]=[CH:22][C:21]([C:64]([O:65][CH2:70][CH3:71])=[O:67])=[CH:20][CH:19]=3)[CH:11]=[CH:10][C:9]=2[C:8]([CH3:17])([CH3:16])[CH2:7][CH:6]=1)([CH3:4])([CH3:2])[CH3:3]. (3) Given the reactants Br[CH2:2][C:3](=O)[C:4]([F:7])([F:6])[F:5].[NH2:9][C:10]1[C:15]([O:16][CH3:17])=[CH:14][CH:13]=[CH:12][N:11]=1.C(=O)([O-])O.[Na+], predict the reaction product. The product is: [CH3:17][O:16][C:15]1[C:10]2[N:11]([CH:2]=[C:3]([C:4]([F:7])([F:6])[F:5])[N:9]=2)[CH:12]=[CH:13][CH:14]=1. (4) The product is: [Cl:31][C:32]1[CH:40]=[C:39]2[C:35]([CH:36]=[C:37]([C:41]([N:94]3[CH2:95][CH2:96][C:91]([OH:97])([CH3:90])[CH2:92][CH2:93]3)=[O:42])[NH:38]2)=[CH:34][C:33]=1[O:44][CH:45]1[CH2:46][CH2:47][N:48]([CH:51]([CH3:52])[CH3:53])[CH2:49][CH2:50]1. Given the reactants FC1(F)CCN(C(C2NC3C(C=2)=CC(OC2CCN(C(C)C)CC2)=CC=3)=O)CC1.Cl.[Cl:31][C:32]1[CH:40]=[C:39]2[C:35]([CH:36]=[C:37]([C:41](O)=[O:42])[NH:38]2)=[CH:34][C:33]=1[O:44][CH:45]1[CH2:50][CH2:49][N:48]([CH:51]([CH3:53])[CH3:52])[CH2:47][CH2:46]1.ClC1C=C2C(C=C(C(N3CCC(F)(F)CC3)=O)N2C2C=NC=NC=2)=CC=1OC1CCN(C(C)C)CC1.[CH3:90][C:91]1([OH:97])[CH2:96][CH2:95][NH:94][CH2:93][CH2:92]1, predict the reaction product. (5) Given the reactants [Cl:1][C:2]1[C:7]([CH2:8]O)=[CH:6][C:5]([S:10]([NH2:13])(=[O:12])=[O:11])=[C:4]([F:14])[CH:3]=1.P(Br)(Br)[Br:16], predict the reaction product. The product is: [Br:16][CH2:8][C:7]1[C:2]([Cl:1])=[CH:3][C:4]([F:14])=[C:5]([S:10]([NH2:13])(=[O:12])=[O:11])[CH:6]=1. (6) Given the reactants [NH2:1][C:2]1[CH:7]=[CH:6][C:5]([Br:8])=[CH:4][N:3]=1.Cl[CH2:10][CH:11]=O.C([O-])(O)=O.[Na+], predict the reaction product. The product is: [Br:8][C:5]1[CH:6]=[CH:7][C:2]2[N:3]([CH:10]=[CH:11][N:1]=2)[CH:4]=1. (7) Given the reactants Cl[C:2]1[C:11]([C:12]([OH:14])=[O:13])=[CH:10][C:9]2[C:4](=[CH:5][CH:6]=[C:7]([Cl:15])[CH:8]=2)[N:3]=1.[Cl:16][C:17]1[CH:18]=[C:19]([CH:26]=[CH:27][C:28]=1[OH:29])[CH2:20][C@@H:21]([C:23]([OH:25])=[O:24])[NH2:22], predict the reaction product. The product is: [C:23]([C@@H:21]([NH:22][C:2]1[C:11]([C:12]([OH:14])=[O:13])=[CH:10][C:9]2[C:4](=[CH:5][CH:6]=[C:7]([Cl:15])[CH:8]=2)[N:3]=1)[CH2:20][C:19]1[CH:26]=[CH:27][C:28]([OH:29])=[C:17]([Cl:16])[CH:18]=1)([OH:25])=[O:24]. (8) The product is: [NH2:1][C:2]1[C:7]([C:8]#[N:9])=[C:6]([NH:10][C@H:11]([C:13]2[C:14]([CH2:24][N:25]3[CH2:30][CH2:29][N:28]([CH3:31])[CH2:27][CH2:26]3)=[N:15][C:16]3[C:21]([CH:22]=2)=[CH:20][CH:19]=[C:18]([F:23])[CH:17]=3)[CH3:12])[N:5]=[CH:4][N:3]=1. Given the reactants [NH2:1][C:2]1[C:7]([C:8]#[N:9])=[C:6]([NH:10][C@H:11]([C:13]2[C:14]([CH2:24][N:25]3[CH2:30][CH2:29][NH:28][CH2:27][CH2:26]3)=[N:15][C:16]3[C:21]([CH:22]=2)=[CH:20][CH:19]=[C:18]([F:23])[CH:17]=3)[CH3:12])[N:5]=[CH:4][N:3]=1.[C:31](=O)([O-])[O-].[K+].[K+].IC, predict the reaction product. (9) Given the reactants CO[C:3](=[O:31])[CH2:4][CH2:5][C:6]1([N+:28]([O-])=O)[CH2:14][C:13]2[N:12]([CH2:15][O:16][CH2:17][CH2:18][Si:19]([CH3:22])([CH3:21])[CH3:20])[N:11]=[C:10]([C:23]([O:25][CH2:26][CH3:27])=[O:24])[C:9]=2[CH2:8][CH2:7]1.C([O-])=O.[NH4+].CO.C(O)C, predict the reaction product. The product is: [O:31]=[C:3]1[NH:28][C:6]2([CH2:14][C:13]3[N:12]([CH2:15][O:16][CH2:17][CH2:18][Si:19]([CH3:21])([CH3:22])[CH3:20])[N:11]=[C:10]([C:23]([O:25][CH2:26][CH3:27])=[O:24])[C:9]=3[CH2:8][CH2:7]2)[CH2:5][CH2:4]1. (10) Given the reactants [Cl:1][C:2]1[CH:7]=[CH:6][C:5]([S:8]([NH:11][C:12]2[CH:24]=[CH:23][C:15]3[S:16][C:17]([C:19]([O:21]C)=[O:20])=[CH:18][C:14]=3[CH:13]=2)(=[O:10])=[O:9])=[CH:4][CH:3]=1.O.[OH-].[Li+].O, predict the reaction product. The product is: [Cl:1][C:2]1[CH:3]=[CH:4][C:5]([S:8]([NH:11][C:12]2[CH:24]=[CH:23][C:15]3[S:16][C:17]([C:19]([OH:21])=[O:20])=[CH:18][C:14]=3[CH:13]=2)(=[O:9])=[O:10])=[CH:6][CH:7]=1.